From a dataset of Forward reaction prediction with 1.9M reactions from USPTO patents (1976-2016). Predict the product of the given reaction. Given the reactants [C:1]([O:9][C:10]1([CH2:13]O)[CH2:12][CH2:11]1)(=[O:8])[C:2]1[CH:7]=[CH:6][CH:5]=[CH:4][CH:3]=1.[Cl:15][C:16]1[CH:24]=[CH:23][CH:22]=[C:21]2[C:17]=1[C:18]([C:25]([NH:27][CH2:28][CH:29]1[CH2:34][CH2:33][C:32]([F:36])([F:35])[CH2:31][CH2:30]1)=[O:26])=[CH:19][NH:20]2.C(C=P(CCCC)(CCCC)CCCC)#N, predict the reaction product. The product is: [C:1]([O:9][C:10]1([CH2:13][N:20]2[C:21]3[C:17](=[C:16]([Cl:15])[CH:24]=[CH:23][CH:22]=3)[C:18]([C:25](=[O:26])[NH:27][CH2:28][CH:29]3[CH2:30][CH2:31][C:32]([F:35])([F:36])[CH2:33][CH2:34]3)=[CH:19]2)[CH2:11][CH2:12]1)(=[O:8])[C:2]1[CH:3]=[CH:4][CH:5]=[CH:6][CH:7]=1.